This data is from Forward reaction prediction with 1.9M reactions from USPTO patents (1976-2016). The task is: Predict the product of the given reaction. (1) Given the reactants [Cl:1][C:2]1[CH:7]=[CH:6][C:5]([C:8]2([C:11]([N:13]3[CH2:17][CH2:16][C:15]([O:24][CH2:25][C:26]([O:28]C)=[O:27])([C:18]4[CH:23]=[CH:22][CH:21]=[CH:20][CH:19]=4)[CH2:14]3)=[O:12])[CH2:10][CH2:9]2)=[CH:4][CH:3]=1.O1CCCC1.O.[OH-].[Li+].O.Cl, predict the reaction product. The product is: [Cl:1][C:2]1[CH:3]=[CH:4][C:5]([C:8]2([C:11]([N:13]3[CH2:17][CH2:16][C:15]([O:24][CH2:25][C:26]([OH:28])=[O:27])([C:18]4[CH:19]=[CH:20][CH:21]=[CH:22][CH:23]=4)[CH2:14]3)=[O:12])[CH2:10][CH2:9]2)=[CH:6][CH:7]=1. (2) Given the reactants [NH2:1][C:2]1[C:3]([NH:26][CH3:27])=[CH:4][C:5]([O:21][CH2:22][CH:23]([F:25])[F:24])=[C:6]([CH:20]=1)[C:7]([NH:9][C@H:10]1[CH2:15][CH2:14][C@H:13]([C:16]([F:19])([F:18])[F:17])[CH2:12][CH2:11]1)=[O:8].[N:28]([C:31]1[CH:32]=[C:33]([CH:42]=[CH:43][C:44]=1[C:45]([F:48])([F:47])[F:46])[CH2:34][N-:35][C:36](=[O:41])[C:37]([CH3:40])([CH3:39])[CH3:38])=[C:29]=S, predict the reaction product. The product is: [F:17][C:16]([F:18])([F:19])[C@H:13]1[CH2:14][CH2:15][C@H:10]([NH:9][C:7]([C:6]2[C:5]([O:21][CH2:22][CH:23]([F:24])[F:25])=[CH:4][C:3]3[N:26]([CH3:27])[C:29]([NH:28][C:31]4[CH:32]=[C:33]([CH2:34][NH:35][C:36]([C:37]([CH3:40])([CH3:39])[CH3:38])=[O:41])[CH:42]=[CH:43][C:44]=4[C:45]([F:48])([F:47])[F:46])=[N:1][C:2]=3[CH:20]=2)=[O:8])[CH2:11][CH2:12]1. (3) Given the reactants [Br:1][C:2]1[CH:3]=[CH:4][C:5]([O:15][C:16]2[C:17]([F:23])=[N:18][C:19]([Cl:22])=[CH:20][CH:21]=2)=[C:6]([CH:14]=1)[C:7](N(CC)CC)=[O:8].C([N-]C(C)C)(C)C.[Li+].CCCCCCC.C1COCC1.C(C1C=CC=CC=1)C, predict the reaction product. The product is: [Br:1][C:2]1[CH:14]=[C:6]2[C:5](=[CH:4][CH:3]=1)[O:15][C:16]1[C:17]([F:23])=[N:18][C:19]([Cl:22])=[CH:20][C:21]=1[C:7]2=[O:8]. (4) Given the reactants [Cl:1][C:2]1[CH:3]=[C:4]2[C:9](=[CH:10][C:11]=1[O:12][C:13]1[CH:18]=[CH:17][C:16]([C:19](=[O:35])[NH:20][C:21]3[CH:26]=[CH:25][CH:24]=[C:23]([C:27]4[CH:32]=[CH:31][C:30]([Cl:33])=[C:29]([Cl:34])[CH:28]=4)[N:22]=3)=[CH:15][CH:14]=1)[O:8][CH2:7][CH2:6][CH:5]2[C:36]([O:38]CC)=[O:37].[OH-].[Na+], predict the reaction product. The product is: [Cl:1][C:2]1[CH:3]=[C:4]2[C:9](=[CH:10][C:11]=1[O:12][C:13]1[CH:14]=[CH:15][C:16]([C:19](=[O:35])[NH:20][C:21]3[CH:26]=[CH:25][CH:24]=[C:23]([C:27]4[CH:32]=[CH:31][C:30]([Cl:33])=[C:29]([Cl:34])[CH:28]=4)[N:22]=3)=[CH:17][CH:18]=1)[O:8][CH2:7][CH2:6][CH:5]2[C:36]([OH:38])=[O:37]. (5) Given the reactants [CH3:1][C:2]([O:9][C:10]1[CH:15]=[CH:14][C:13]([CH2:16][NH:17][CH2:18][C:19]2[CH:24]=[CH:23][C:22]([C:25]([F:28])([F:27])[F:26])=[CH:21][CH:20]=2)=[CH:12][C:11]=1[CH3:29])([CH3:8])[C:3]([O:5][CH2:6][CH3:7])=[O:4].Br[C:31]1[CH:36]=[CH:35][CH:34]=[C:33]([C:37]2[CH:42]=[CH:41][C:40]([C:43]([F:46])([F:45])[F:44])=[CH:39][CH:38]=2)[N:32]=1.C1C=CC(P(C2C=CC3C(=CC=CC=3)C=2C2C3C(=CC=CC=3)C=CC=2P(C2C=CC=CC=2)C2C=CC=CC=2)C2C=CC=CC=2)=CC=1.C(=O)([O-])[O-].[Cs+].[Cs+], predict the reaction product. The product is: [CH3:8][C:2]([O:9][C:10]1[CH:15]=[CH:14][C:13]([CH2:16][N:17]([CH2:18][C:19]2[CH:20]=[CH:21][C:22]([C:25]([F:27])([F:28])[F:26])=[CH:23][CH:24]=2)[C:31]2[CH:36]=[CH:35][CH:34]=[C:33]([C:37]3[CH:42]=[CH:41][C:40]([C:43]([F:44])([F:46])[F:45])=[CH:39][CH:38]=3)[N:32]=2)=[CH:12][C:11]=1[CH3:29])([CH3:1])[C:3]([O:5][CH2:6][CH3:7])=[O:4]. (6) Given the reactants C([O-])([O-])=O.[K+].[K+].[CH3:7][N:8]([CH3:23])[S:9]([C:12]1[CH:13]=[CH:14][C:15]([OH:22])=[C:16]([CH:21]=1)[C:17]([O:19][CH3:20])=[O:18])(=[O:11])=[O:10].Br[CH2:25][C:26]1[CH:31]=[CH:30][CH:29]=[CH:28][CH:27]=1, predict the reaction product. The product is: [CH3:23][N:8]([CH3:7])[S:9]([C:12]1[CH:13]=[CH:14][C:15]([O:22][CH2:25][C:26]2[CH:31]=[CH:30][CH:29]=[CH:28][CH:27]=2)=[C:16]([CH:21]=1)[C:17]([O:19][CH3:20])=[O:18])(=[O:10])=[O:11].